From a dataset of Catalyst prediction with 721,799 reactions and 888 catalyst types from USPTO. Predict which catalyst facilitates the given reaction. Reactant: [C:1]([O:5][C:6]([N:8]([C:13]1[CH:14]=[C:15]([CH2:24][C:25]([OH:27])=[O:26])[CH:16]=[CH:17][C:18]=1[O:19][CH2:20][CH:21]1[CH2:23][CH2:22]1)[S:9]([CH3:12])(=[O:11])=[O:10])=[O:7])([CH3:4])([CH3:3])[CH3:2].[Cl:28][C:29]1[CH:30]=[N+:31]([O-:58])[CH:32]=[C:33]([Cl:57])[C:34]=1[CH2:35][C@@H:36]([C:42]1[CH:47]=[CH:46][C:45]([O:48][CH:49]([F:51])[F:50])=[C:44]([O:52][CH2:53][CH:54]2[CH2:56][CH2:55]2)[CH:43]=1)[O:37][C:38](=[O:41])[CH2:39]O.C(Cl)CCl.Cl. Product: [C:1]([O:5][C:6]([N:8]([C:13]1[CH:14]=[C:15]([CH2:24][C:25]([O:27][CH2:39][C:38]([O:37][C@H:36]([C:42]2[CH:47]=[CH:46][C:45]([O:48][CH:49]([F:51])[F:50])=[C:44]([O:52][CH2:53][CH:54]3[CH2:56][CH2:55]3)[CH:43]=2)[CH2:35][C:34]2[C:33]([Cl:57])=[CH:32][N+:31]([O-:58])=[CH:30][C:29]=2[Cl:28])=[O:41])=[O:26])[CH:16]=[CH:17][C:18]=1[O:19][CH2:20][CH:21]1[CH2:22][CH2:23]1)[S:9]([CH3:12])(=[O:10])=[O:11])=[O:7])([CH3:4])([CH3:2])[CH3:3]. The catalyst class is: 64.